The task is: Predict the product of the given reaction.. This data is from Forward reaction prediction with 1.9M reactions from USPTO patents (1976-2016). (1) The product is: [CH3:1][O:2][CH2:3][CH:4]([CH3:37])[O:5][C:6]1[CH:7]=[C:8]([O:26][C:27]2[CH:28]=[N:29][C:30]([S:33]([CH3:36])(=[O:34])=[O:35])=[CH:31][CH:32]=2)[CH:9]=[C:10]2[C:14]=1[NH:13][C:12]([C:15]1[S:16][CH:17]([CH2:20][C:21]([OH:23])=[O:22])[CH2:18][N:19]=1)=[CH:11]2. Given the reactants [CH3:1][O:2][CH2:3][CH:4]([CH3:37])[O:5][C:6]1[CH:7]=[C:8]([O:26][C:27]2[CH:28]=[N:29][C:30]([S:33]([CH3:36])(=[O:35])=[O:34])=[CH:31][CH:32]=2)[CH:9]=[C:10]2[C:14]=1[NH:13][C:12]([C:15]1[S:16][CH:17]([CH2:20][C:21]([O:23]CC)=[O:22])[CH2:18][N:19]=1)=[CH:11]2.O1CCCC1.[OH-].[Na+].Cl, predict the reaction product. (2) Given the reactants [OH-].[Na+].C([O:5][C:6]([C:8]1[CH:9]=[N:10][C:11]2[C:16]([C:17]=1[Cl:18])=[N:15][C:14]([O:19][CH3:20])=[CH:13][CH:12]=2)=[O:7])C, predict the reaction product. The product is: [Cl:18][C:17]1[C:16]2[C:11](=[CH:12][CH:13]=[C:14]([O:19][CH3:20])[N:15]=2)[N:10]=[CH:9][C:8]=1[C:6]([OH:7])=[O:5]. (3) Given the reactants Br[C:2]1[CH:3]=[C:4]([S:8]([NH:11][C:12]2[CH:21]=[CH:20][C:15]([C:16]([O:18][CH3:19])=[O:17])=[C:14]([OH:22])[CH:13]=2)(=[O:10])=[O:9])[S:5][C:6]=1[Cl:7].[F:23][C:24]1[CH:25]=[CH:26][C:27]([OH:33])=[C:28](B(O)O)[CH:29]=1, predict the reaction product. The product is: [Cl:7][C:6]1[S:5][C:4]([S:8]([NH:11][C:12]2[CH:21]=[CH:20][C:15]([C:16]([O:18][CH3:19])=[O:17])=[C:14]([OH:22])[CH:13]=2)(=[O:10])=[O:9])=[CH:3][C:2]=1[C:26]1[CH:25]=[C:24]([F:23])[CH:29]=[CH:28][C:27]=1[OH:33]. (4) Given the reactants [CH2:1]([Cl:3])[Cl:2].[Li]CCCC.[B:9]([O:16][CH2:17][CH3:18])([O:13][CH2:14][CH3:15])OCC.Cl.[C:20]12(O)[CH2:28][CH:24]([C:25]1([CH3:27])[CH3:26])CCC2(O)C, predict the reaction product. The product is: [Cl:2][CH:1]([Cl:3])[B:9]1[O:13][CH:14]2[CH2:15][C@@H:24]3[CH2:28][C@H:20]([C@:17]2([CH3:18])[O:16]1)[C:25]3([CH3:27])[CH3:26]. (5) Given the reactants N1(CCS(N2CCC(C3[C:25]4[C:20](=[C:21]([C:31](N)=[O:32])[CH:22]=[C:23](C5C=CSC=5)[CH:24]=4)NC=3)CC2)(=O)=O)CCCC1.Br[C:35]1[CH:36]=[C:37]2[C:41](=[C:42]([C:44]([NH2:46])=[O:45])[CH:43]=1)[NH:40][CH:39]=[C:38]2[CH:47]1[CH2:52][CH2:51][N:50]([S:53]([CH2:56][CH2:57][CH2:58][NH:59][CH:60]2[CH2:64][CH2:63][CH2:62][CH2:61]2)(=[O:55])=[O:54])[CH2:49][CH2:48]1.OCC1C=C(B(O)O)C=CC=1.C(=O)([O-])[O-].[Cs+].[Cs+], predict the reaction product. The product is: [CH:60]1([NH:59][CH2:58][CH2:57][CH2:56][S:53]([N:50]2[CH2:49][CH2:48][CH:47]([C:38]3[C:37]4[C:41](=[C:42]([C:44]([NH2:46])=[O:45])[CH:43]=[C:35]([C:25]5[CH:24]=[CH:23][CH:22]=[C:21]([CH2:31][OH:32])[CH:20]=5)[CH:36]=4)[NH:40][CH:39]=3)[CH2:52][CH2:51]2)(=[O:54])=[O:55])[CH2:64][CH2:63][CH2:62][CH2:61]1. (6) Given the reactants [N+:1]([C:4]1[CH:5]=[CH:6][C:7]([CH2:10][CH2:11][CH2:12][C:13]2[N:14]([C:18]([O:20][C:21]([CH3:24])([CH3:23])[CH3:22])=[O:19])[CH:15]=[CH:16][N:17]=2)=[N:8][CH:9]=1)([O-])=O, predict the reaction product. The product is: [NH2:1][C:4]1[CH:5]=[CH:6][C:7]([CH2:10][CH2:11][CH2:12][C:13]2[N:14]([C:18]([O:20][C:21]([CH3:24])([CH3:23])[CH3:22])=[O:19])[CH:15]=[CH:16][N:17]=2)=[N:8][CH:9]=1.